This data is from Full USPTO retrosynthesis dataset with 1.9M reactions from patents (1976-2016). The task is: Predict the reactants needed to synthesize the given product. (1) Given the product [CH2:30]([N:34]1[C:2]2[C:3](=[CH:14][CH:15]=[C:16]([OH:18])[CH:17]=2)[C:4]([C:6]2[CH:11]=[CH:10][C:9]([OH:12])=[CH:8][C:7]=2[OH:13])=[N:35]1)[CH2:31][CH2:32][CH3:33], predict the reactants needed to synthesize it. The reactants are: O[C:2]1[CH:17]=[C:16]([OH:18])[CH:15]=[CH:14][C:3]=1[C:4]([C:6]1[CH:11]=[CH:10][C:9]([OH:12])=[CH:8][C:7]=1[OH:13])=O.C([O-])(=O)C.[Na+].C(O)(=O)C(O)=O.[CH2:30]([NH:34][NH2:35])[CH2:31][CH2:32][CH3:33]. (2) Given the product [C:1]([N:3]=[C:4]([N:7]1[CH2:12][CH2:11][C:10]([CH2:27][C:28]#[N:29])([N:13]2[CH:17]=[C:16]([C:18]3[C:19]4[CH:26]=[CH:25][NH:24][C:20]=4[N:21]=[CH:22][N:23]=3)[CH:15]=[N:14]2)[CH2:9][CH2:8]1)[NH2:32])#[N:2], predict the reactants needed to synthesize it. The reactants are: [C:1]([N:3]=[C:4]([N:7]1[CH2:12][CH2:11][C:10]([CH2:27][C:28]#[N:29])([N:13]2[CH:17]=[C:16]([C:18]3[C:19]4[CH:26]=[CH:25][NH:24][C:20]=4[N:21]=[CH:22][N:23]=3)[CH:15]=[N:14]2)[CH2:9][CH2:8]1)SC)#[N:2].CO.[NH3:32]. (3) The reactants are: [CH3:1][O:2][C:3]1[CH:8]=[CH:7][C:6]([S:9]([C:12]2([C:25]([OH:27])=O)[CH2:17][CH2:16][N:15]([CH2:18][C:19]3[CH:24]=[CH:23][CH:22]=[CH:21][CH:20]=3)[CH2:14][CH2:13]2)(=[O:11])=[O:10])=[CH:5][CH:4]=1.C(Cl)(=O)C(Cl)=O.Cl.C([N:37](CC)CC)C.C1COCC1.[OH2:47]. Given the product [OH:47][NH:37][C:25]([C:12]1([S:9]([C:6]2[CH:7]=[CH:8][C:3]([O:2][CH3:1])=[CH:4][CH:5]=2)(=[O:11])=[O:10])[CH2:17][CH2:16][N:15]([CH2:18][C:19]2[CH:24]=[CH:23][CH:22]=[CH:21][CH:20]=2)[CH2:14][CH2:13]1)=[O:27], predict the reactants needed to synthesize it. (4) Given the product [CH2:1]([C:3]1[C:4]([NH2:38])=[N:5][CH:6]=[N:7][C:8]=1[N:9]1[CH2:10][CH2:11][CH:12]([C:15]2[N:16]([CH2:31][CH2:32][N:33]3[CH2:34][CH:35]([CH3:40])[CH2:36]3)[CH:17]=[C:18]([C:20]3[CH:25]=[CH:24][C:23]([F:26])=[C:22]([C:27]([F:28])([F:29])[F:30])[CH:21]=3)[N:19]=2)[CH2:13][CH2:14]1)[CH3:2], predict the reactants needed to synthesize it. The reactants are: [CH2:1]([C:3]1[C:4]([NH2:38])=[N:5][CH:6]=[N:7][C:8]=1[N:9]1[CH2:14][CH2:13][CH:12]([C:15]2[N:16]([CH2:31][CH2:32][N:33]3[CH2:36][CH:35](F)[CH2:34]3)[CH:17]=[C:18]([C:20]3[CH:25]=[CH:24][C:23]([F:26])=[C:22]([C:27]([F:30])([F:29])[F:28])[CH:21]=3)[N:19]=2)[CH2:11][CH2:10]1)[CH3:2].F[C:40]1C=CC(C2N=C(C3CCNCC3)N(CCN3CC(C)C3)C=2)=CC=1C(F)(F)F. (5) Given the product [C:1]([O:5][C:6](=[O:23])[NH:7][C:8]1[CH:13]=[C:12]([N:14]2[CH2:19][CH2:18][CH2:17][CH2:16][CH2:15]2)[C:11]([C:20]#[N:21])=[CH:10][C:9]=1[NH:22][C:29](=[O:28])[CH2:30][C:31]([C:33]1[CH:38]=[CH:37][CH:36]=[C:35]([C:39]2[O:43][N:42]=[C:41]([CH3:44])[CH:40]=2)[CH:34]=1)=[O:32])([CH3:4])([CH3:2])[CH3:3], predict the reactants needed to synthesize it. The reactants are: [C:1]([O:5][C:6](=[O:23])[NH:7][C:8]1[CH:13]=[C:12]([N:14]2[CH2:19][CH2:18][CH2:17][CH2:16][CH2:15]2)[C:11]([C:20]#[N:21])=[CH:10][C:9]=1[NH2:22])([CH3:4])([CH3:3])[CH3:2].C([O:28][C:29](=O)[CH2:30][C:31]([C:33]1[CH:38]=[CH:37][CH:36]=[C:35]([C:39]2[O:43][N:42]=[C:41]([CH3:44])[CH:40]=2)[CH:34]=1)=[O:32])(C)(C)C. (6) Given the product [CH3:41][O:40][C:38]([CH:21]1[CH2:20][N:19]([CH2:18][C:9]2[NH:8][C:16]3[C:11]([CH:10]=2)=[CH:12][C:13]([Cl:17])=[CH:14][CH:15]=3)[CH2:24][C:23](=[O:25])[N:22]1[CH2:26][C:27]1[CH:36]=[C:35]2[C:30]([C:31]([NH2:37])=[N:32][CH:33]=[N:34]2)=[CH:29][CH:28]=1)=[O:39], predict the reactants needed to synthesize it. The reactants are: C(OC([N:8]1[C:16]2[C:11](=[CH:12][C:13]([Cl:17])=[CH:14][CH:15]=2)[CH:10]=[C:9]1[CH2:18][N:19]1[CH2:24][C:23](=[O:25])[N:22]([CH2:26][C:27]2[CH:36]=[C:35]3[C:30]([C:31]([NH2:37])=[N:32][CH:33]=[N:34]3)=[CH:29][CH:28]=2)[CH:21]([C:38]([O:40][CH3:41])=[O:39])[CH2:20]1)=O)(C)(C)C.FC(F)(F)C(O)=O.